Dataset: Full USPTO retrosynthesis dataset with 1.9M reactions from patents (1976-2016). Task: Predict the reactants needed to synthesize the given product. Given the product [Cl:7][C:8]1[N:13]=[C:12]([C:14]([O:16][CH2:17][CH3:18])=[O:27])[CH:11]=[C:10]([CH2:19][O:20][CH2:21][C:22]([F:25])([F:24])[F:23])[N:9]=1, predict the reactants needed to synthesize it. The reactants are: I([O-])(=O)(=O)=O.[Na+].[Cl:7][C:8]1[N:13]=[C:12]([C:14]([O:16][CH2:17][CH3:18])=C)[CH:11]=[C:10]([CH2:19][O:20][CH2:21][C:22]([F:25])([F:24])[F:23])[N:9]=1.[Mn]([O-])(=O)(=O)=[O:27].[K+].